Dataset: Catalyst prediction with 721,799 reactions and 888 catalyst types from USPTO. Task: Predict which catalyst facilitates the given reaction. Reactant: [CH3:1][C:2]1[C:8](=[O:9])[NH:7][C:5](=[O:6])[N:4]([C@@H:10]2[O:14][C@H:13]([CH2:15][OH:16])[C@@H:12]([N:17]=[N+:18]=[N-:19])[CH2:11]2)[CH:3]=1.[C:20](Cl)(=[O:25])[CH2:21][C:22](Cl)=[O:23].[OH2:27]. Product: [CH3:1][C:2]1[C:8](=[O:9])[NH:7][C:5](=[O:6])[N:4]([C@@H:10]2[O:14][C@H:13]([CH2:15][OH:16])[C@@H:12]([N:17]=[N+:18]=[N-:19])[CH2:11]2)[CH:3]=1.[C:20]([OH:25])(=[O:6])[CH2:21][C:22]([OH:23])=[O:27]. The catalyst class is: 10.